Dataset: CYP2D6 inhibition data for predicting drug metabolism from PubChem BioAssay. Task: Regression/Classification. Given a drug SMILES string, predict its absorption, distribution, metabolism, or excretion properties. Task type varies by dataset: regression for continuous measurements (e.g., permeability, clearance, half-life) or binary classification for categorical outcomes (e.g., BBB penetration, CYP inhibition). Dataset: cyp2d6_veith. (1) The compound is Cc1cccc(N/C(=N\S(=O)(=O)c2ccccc2)C(F)(F)F)c1. The result is 0 (non-inhibitor). (2) The molecule is CCOC(=O)C1CCCN(c2ncnc3c2cnn3-c2ccc(Cl)cc2)C1. The result is 0 (non-inhibitor). (3) The compound is COC(=O)C1(O)CC(C(C)C)=NN1C(=O)c1ccc(Cl)cc1. The result is 0 (non-inhibitor).